From a dataset of CYP2C9 inhibition data for predicting drug metabolism from PubChem BioAssay. Regression/Classification. Given a drug SMILES string, predict its absorption, distribution, metabolism, or excretion properties. Task type varies by dataset: regression for continuous measurements (e.g., permeability, clearance, half-life) or binary classification for categorical outcomes (e.g., BBB penetration, CYP inhibition). Dataset: cyp2c9_veith. The compound is O=C(c1cccc(F)c1)N1CCC2(CCN(Cc3nccs3)CC2)CC1. The result is 1 (inhibitor).